The task is: Predict the reaction yield, written as a fraction of the theoretical maximum amount of product (1.0 means a 100% yield; for example, 0.34 means a 34% yield).. This data is from Reaction yield outcomes from USPTO patents with 853,638 reactions. (1) The reactants are [Br:1][C:2]1[C:3]([F:27])=[CH:4][C:5]2[O:11][CH2:10][CH2:9][N:8]3[C:12]([CH:18]([OH:25])[C:19]4[N:23]([CH3:24])[N:22]=[CH:21][CH:20]=4)=[C:13]([C:15]([OH:17])=O)[N:14]=[C:7]3[C:6]=2[CH:26]=1.[Cl-].[NH4+:29]. No catalyst specified. The product is [Br:1][C:2]1[C:3]([F:27])=[CH:4][C:5]2[O:11][CH2:10][CH2:9][N:8]3[C:12]([CH:18]([OH:25])[C:19]4[N:23]([CH3:24])[N:22]=[CH:21][CH:20]=4)=[C:13]([C:15]([NH2:29])=[O:17])[N:14]=[C:7]3[C:6]=2[CH:26]=1. The yield is 0.500. (2) The reactants are [Br:1][C:2]1[CH:7]=[CH:6][C:5]([CH2:8][CH2:9][CH2:10][C:11]([OH:13])=O)=[CH:4][CH:3]=1.[OH-].[Na+]. No catalyst specified. The product is [Br:1][C:2]1[CH:3]=[C:4]2[C:5]([CH2:8][CH2:9][CH2:10][C:11]2=[O:13])=[CH:6][CH:7]=1. The yield is 0.550. (3) The reactants are C[O:2][C:3]([C:5]1[S:6][CH:7]=[C:8]([Br:10])[CH:9]=1)=[O:4].[OH-:11].[Na+].CO.O.Cl. The catalyst is C(OCC)(=O)C. The product is [Br:10][C:8]1[C:9]([OH:11])=[C:5]([C:3]([OH:2])=[O:4])[S:6][CH:7]=1. The yield is 0.694. (4) The reactants are Cl.[NH2:2][CH2:3][C:4]1[CH:36]=[CH:35][C:7]2[NH:8][C:9]([C:14]3[C:15](=[O:34])[N:16]([CH2:26][C:27]4[CH:32]=[CH:31][C:30]([F:33])=[CH:29][CH:28]=4)[C@@H:17]4[C@H:22]([C:23]=3[OH:24])[C@@H:21]3[CH2:25][C@H:18]4[CH2:19][CH2:20]3)=[N:10][S:11](=[O:13])(=[O:12])[C:6]=2[CH:5]=1.C(N(CC)CC)C.N1C=CC=CC=1.[CH3:50][S:51](Cl)(=[O:53])=[O:52]. The catalyst is C(Cl)Cl.C(OCC)(=O)C.O. The product is [F:33][C:30]1[CH:29]=[CH:28][C:27]([CH2:26][N:16]2[C:15](=[O:34])[C:14]([C:9]3[NH:8][C:7]4[CH:35]=[CH:36][C:4]([CH2:3][NH:2][S:51]([CH3:50])(=[O:53])=[O:52])=[CH:5][C:6]=4[S:11](=[O:13])(=[O:12])[N:10]=3)=[C:23]([OH:24])[C@H:22]3[C@@H:17]2[C@H:18]2[CH2:25][C@@H:21]3[CH2:20][CH2:19]2)=[CH:32][CH:31]=1. The yield is 0.310. (5) The reactants are [F:1][C:2]1[CH:18]=[CH:17][CH:16]=[C:15]([F:19])[C:3]=1[C:4]([NH:6][C:7]1[C:8]([C:12]([OH:14])=O)=[N:9][NH:10][CH:11]=1)=[O:5].[NH2:20][CH:21]1[CH2:26][CH2:25][N:24]([CH3:27])[CH2:23][CH2:22]1.CCN=C=NCCCN(C)C.C1C=CC2N(O)N=NC=2C=1. The catalyst is CN(C=O)C.CCOC(C)=O. The product is [CH3:27][N:24]1[CH2:25][CH2:26][CH:21]([NH:20][C:12]([C:8]2[C:7]([NH:6][C:4](=[O:5])[C:3]3[C:15]([F:19])=[CH:16][CH:17]=[CH:18][C:2]=3[F:1])=[CH:11][NH:10][N:9]=2)=[O:14])[CH2:22][CH2:23]1. The yield is 0.690. (6) The reactants are [I:1][CH3:2].[F:3][C:4]1[CH:5]=[C:6]([NH:16][C:17]([NH2:19])=[S:18])[CH:7]=[CH:8][C:9]=1[N:10]1[C:14]([CH3:15])=[N:13][CH:12]=[N:11]1. The catalyst is C(O)C. The product is [IH:1].[F:3][C:4]1[CH:5]=[C:6]([NH:16][C:17]([S:18][CH3:2])=[NH:19])[CH:7]=[CH:8][C:9]=1[N:10]1[C:14]([CH3:15])=[N:13][CH:12]=[N:11]1. The yield is 0.960. (7) The reactants are [C:1]([NH:4][NH2:5])(=[O:3])[CH3:2].CCN(C(C)C)C(C)C.[Cl:15][C:16]1[C:21]([C:22](Cl)=[O:23])=[C:20]([Cl:25])[N:19]=[CH:18][N:17]=1. The catalyst is C(Cl)Cl.CCOC(C)=O. The product is [C:1]([NH:4][NH:5][C:22]([C:21]1[C:16]([Cl:15])=[N:17][CH:18]=[N:19][C:20]=1[Cl:25])=[O:23])(=[O:3])[CH3:2]. The yield is 0.380.